From a dataset of Peptide-MHC class II binding affinity with 134,281 pairs from IEDB. Regression. Given a peptide amino acid sequence and an MHC pseudo amino acid sequence, predict their binding affinity value. This is MHC class II binding data. (1) The MHC is DRB1_0101 with pseudo-sequence DRB1_0101. The peptide sequence is EKKFFAATQFEPLAA. The binding affinity (normalized) is 0.571. (2) The peptide sequence is AMMIARFKMFPEVKEKG. The MHC is HLA-DQA10301-DQB10302 with pseudo-sequence HLA-DQA10301-DQB10302. The binding affinity (normalized) is 0.285. (3) The peptide sequence is FARIETAFANLYPGE. The MHC is DRB1_0701 with pseudo-sequence DRB1_0701. The binding affinity (normalized) is 0.487. (4) The MHC is HLA-DPA10103-DPB10301 with pseudo-sequence HLA-DPA10103-DPB10301. The peptide sequence is AFKVAATAANAWPAN. The binding affinity (normalized) is 0.576.